Dataset: Forward reaction prediction with 1.9M reactions from USPTO patents (1976-2016). Task: Predict the product of the given reaction. Given the reactants [C:1]([C:3]1[CH:11]=[CH:10][CH:9]=[CH:8][C:4]=1[C:5]([OH:7])=O)#[N:2].C(Cl)CCl.[CH:16]1[CH:21]=[N:20][C:19]2N(O)N=N[C:18]=2C=1.CCN(C(C)C)C(C)C.N1CCCC1, predict the reaction product. The product is: [N:20]1([C:5]([C:4]2[CH:8]=[CH:9][CH:10]=[CH:11][C:3]=2[C:1]#[N:2])=[O:7])[CH2:19][CH2:18][CH2:16][CH2:21]1.